Task: Regression/Classification. Given a drug SMILES string, predict its absorption, distribution, metabolism, or excretion properties. Task type varies by dataset: regression for continuous measurements (e.g., permeability, clearance, half-life) or binary classification for categorical outcomes (e.g., BBB penetration, CYP inhibition). Dataset: cyp2c9_veith.. Dataset: CYP2C9 inhibition data for predicting drug metabolism from PubChem BioAssay (1) The compound is Nc1ccccc1CCCC(=O)O. The result is 0 (non-inhibitor). (2) The molecule is COc1ccc(-n2c(=O)c(C)nc3cnc(Oc4ccccc4)nc32)cc1. The result is 0 (non-inhibitor). (3) The compound is COCCn1c(=O)c(-c2ccc(OC)cc2)nc2cnc(OCc3ccccc3)nc21. The result is 0 (non-inhibitor). (4) The molecule is CCc1c2c(nc3c(C(C)C)cccc13)-c1cccc(=O)n1C2. The result is 1 (inhibitor). (5) The compound is Cc1ccccc1C(=N)c1ccccc1Cc1cccc2ccccc12. The result is 0 (non-inhibitor). (6) The result is 1 (inhibitor). The molecule is O=c1c(-c2cccc(F)c2)nc2cncnc2n1Cc1ccc(F)cc1. (7) The drug is O=C(Nc1cnc2ccccc2c1)c1cccc(-n2cnnn2)c1. The result is 0 (non-inhibitor). (8) The compound is CNC(=O)[C@H](C)[C@H]1C[C@]1(C)[C@H](NC(=O)OCc1ccccc1)c1ccccc1. The result is 1 (inhibitor). (9) The result is 0 (non-inhibitor). The compound is CC(=O)Nc1nnc(CCN2CCCCC2)s1. (10) The molecule is Cc1cc2c(nc1C)CCCN2C[C@H](O)CN1CCCc2nc(-c3ccc(Br)cc3)ccc21. The result is 1 (inhibitor).